This data is from NCI-60 drug combinations with 297,098 pairs across 59 cell lines. The task is: Regression. Given two drug SMILES strings and cell line genomic features, predict the synergy score measuring deviation from expected non-interaction effect. (1) Drug 1: C1=C(C(=O)NC(=O)N1)F. Drug 2: CC1CCCC2(C(O2)CC(NC(=O)CC(C(C(=O)C(C1O)C)(C)C)O)C(=CC3=CSC(=N3)C)C)C. Cell line: HCT-15. Synergy scores: CSS=40.4, Synergy_ZIP=-0.00366, Synergy_Bliss=-2.37, Synergy_Loewe=-3.11, Synergy_HSA=-3.10. (2) Drug 1: COC1=NC(=NC2=C1N=CN2C3C(C(C(O3)CO)O)O)N. Drug 2: COC1=C2C(=CC3=C1OC=C3)C=CC(=O)O2. Cell line: HL-60(TB). Synergy scores: CSS=21.0, Synergy_ZIP=-0.775, Synergy_Bliss=0.917, Synergy_Loewe=9.11, Synergy_HSA=0.284. (3) Drug 1: C1CCC(CC1)NC(=O)N(CCCl)N=O. Cell line: OVCAR-8. Synergy scores: CSS=11.6, Synergy_ZIP=-5.82, Synergy_Bliss=-5.23, Synergy_Loewe=-8.30, Synergy_HSA=-6.91. Drug 2: CC12CCC3C(C1CCC2O)C(CC4=C3C=CC(=C4)O)CCCCCCCCCS(=O)CCCC(C(F)(F)F)(F)F. (4) Drug 1: CN1CCC(CC1)COC2=C(C=C3C(=C2)N=CN=C3NC4=C(C=C(C=C4)Br)F)OC. Drug 2: CC1=CC=C(C=C1)C2=CC(=NN2C3=CC=C(C=C3)S(=O)(=O)N)C(F)(F)F. Cell line: NCIH23. Synergy scores: CSS=12.1, Synergy_ZIP=-4.17, Synergy_Bliss=-0.274, Synergy_Loewe=0.950, Synergy_HSA=1.02. (5) Drug 1: C1CC(C1)(C(=O)O)C(=O)O.[NH2-].[NH2-].[Pt+2]. Drug 2: CNC(=O)C1=NC=CC(=C1)OC2=CC=C(C=C2)NC(=O)NC3=CC(=C(C=C3)Cl)C(F)(F)F. Cell line: SK-MEL-28. Synergy scores: CSS=1.89, Synergy_ZIP=-2.89, Synergy_Bliss=-2.55, Synergy_Loewe=-2.37, Synergy_HSA=-1.95. (6) Drug 1: C1=CC(=CC=C1CCCC(=O)O)N(CCCl)CCCl. Drug 2: CC(C1=C(C=CC(=C1Cl)F)Cl)OC2=C(N=CC(=C2)C3=CN(N=C3)C4CCNCC4)N. Cell line: EKVX. Synergy scores: CSS=-2.01, Synergy_ZIP=-6.11, Synergy_Bliss=-11.3, Synergy_Loewe=-9.56, Synergy_HSA=-9.05. (7) Drug 1: CN(C)C1=NC(=NC(=N1)N(C)C)N(C)C. Drug 2: C1=CC(=CC=C1C#N)C(C2=CC=C(C=C2)C#N)N3C=NC=N3. Cell line: HCT116. Synergy scores: CSS=-0.756, Synergy_ZIP=0.542, Synergy_Bliss=-0.604, Synergy_Loewe=0.249, Synergy_HSA=-1.56. (8) Drug 1: CCN(CC)CCNC(=O)C1=C(NC(=C1C)C=C2C3=C(C=CC(=C3)F)NC2=O)C. Drug 2: CN(C(=O)NC(C=O)C(C(C(CO)O)O)O)N=O. Cell line: SK-MEL-5. Synergy scores: CSS=-0.831, Synergy_ZIP=-2.90, Synergy_Bliss=-6.19, Synergy_Loewe=-4.66, Synergy_HSA=-5.41.